From a dataset of Forward reaction prediction with 1.9M reactions from USPTO patents (1976-2016). Predict the product of the given reaction. (1) Given the reactants [C:1]([O:5][C:6]([N:8]1[CH2:14][CH2:13][CH:12]([OH:15])[CH:11]([N:16]=[N+]=[N-])[CH2:10][CH2:9]1)=[O:7])([CH3:4])([CH3:3])[CH3:2], predict the reaction product. The product is: [C:1]([O:5][C:6]([N:8]1[CH2:14][CH2:13][CH:12]([OH:15])[CH:11]([NH2:16])[CH2:10][CH2:9]1)=[O:7])([CH3:4])([CH3:2])[CH3:3]. (2) Given the reactants CO[C:3](=[O:28])/[CH:4]=[CH:5]/[C:6]1[C:7]([NH:22][CH:23]([CH2:26][CH3:27])[CH2:24][CH3:25])=[N:8][C:9](SC)=[N:10][C:11]=1[C:12]1[CH:17]=[CH:16][C:15]([F:18])=[CH:14][C:13]=1[CH3:19].[CH3:29][O-:30].[Na+], predict the reaction product. The product is: [CH2:26]([CH:23]([N:22]1[C:7]2[N:8]=[C:9]([O:30][CH3:29])[N:10]=[C:11]([C:12]3[CH:17]=[CH:16][C:15]([F:18])=[CH:14][C:13]=3[CH3:19])[C:6]=2[CH:5]=[CH:4][C:3]1=[O:28])[CH2:24][CH3:25])[CH3:27].